Dataset: Reaction yield outcomes from USPTO patents with 853,638 reactions. Task: Predict the reaction yield, written as a fraction of the theoretical maximum amount of product (1.0 means a 100% yield; for example, 0.34 means a 34% yield). (1) The reactants are [Cl:1][C:2]1[CH:10]=[CH:9][CH:8]=[C:7]2[C:3]=1[C:4]([I:11])=[N:5][NH:6]2.[Cl:12][C:13]1[CH:21]=[CH:20][CH:19]=[C:18]([C:22]([F:25])([F:24])[F:23])[C:14]=1[C:15](Cl)=[O:16].C(Cl)Cl.CCN(CC)CC. The catalyst is CN(C1C=CN=CC=1)C.C(OCC)(=O)C. The product is [Cl:1][C:2]1[CH:10]=[CH:9][CH:8]=[C:7]2[C:3]=1[C:4]([I:11])=[N:5][N:6]2[C:15]([C:14]1[C:18]([C:22]([F:23])([F:24])[F:25])=[CH:19][CH:20]=[CH:21][C:13]=1[Cl:12])=[O:16]. The yield is 0.860. (2) The reactants are [NH2:1][C:2]1[S:21][C:5]2[CH2:6][N:7]([C:10]([C:12]3[CH:20]=[CH:19][C:15]4[NH:16][N:17]=[N:18][C:14]=4[CH:13]=3)=[O:11])[CH2:8][CH2:9][C:4]=2[C:3]=1[C:22]([N:24]1[CH2:28][CH2:27][CH2:26][CH2:25]1)=[O:23].[Cl:29][C:30]1[CH:35]=[CH:34][C:33]([N:36]=[C:37]=[O:38])=[CH:32][CH:31]=1. The catalyst is N1C=CC=CC=1.CS(C)=O. The product is [NH:16]1[C:15]2[CH:19]=[CH:20][C:12]([C:10]([N:7]3[CH2:8][CH2:9][C:4]4[C:3]([C:22]([N:24]5[CH2:28][CH2:27][CH2:26][CH2:25]5)=[O:23])=[C:2]([NH:1][C:37]([NH:36][C:33]5[CH:34]=[CH:35][C:30]([Cl:29])=[CH:31][CH:32]=5)=[O:38])[S:21][C:5]=4[CH2:6]3)=[O:11])=[CH:13][C:14]=2[N:18]=[N:17]1. The yield is 0.0400. (3) The reactants are [F:1][C:2]1[CH:7]=[CH:6][CH:5]=[CH:4][C:3]=1[N:8]1[CH:12]=[C:11]([C:13](O)=[O:14])[C:10]([CH2:16][O:17][CH3:18])=[N:9]1.CCOCC. The catalyst is O1CCCC1.C1(C)C=CC=CC=1. The product is [F:1][C:2]1[CH:7]=[CH:6][CH:5]=[CH:4][C:3]=1[N:8]1[CH:12]=[C:11]([CH2:13][OH:14])[C:10]([CH2:16][O:17][CH3:18])=[N:9]1. The yield is 0.400. (4) The reactants are [F:1][C:2]1[CH:11]=[CH:10][CH:9]=[CH:8][C:3]=1[C:4](OC)=[O:5].O.[NH2:13][NH2:14]. The catalyst is C(O)C. The product is [F:1][C:2]1[CH:11]=[CH:10][CH:9]=[CH:8][C:3]=1[C:4]([NH:13][NH2:14])=[O:5]. The yield is 0.950. (5) The product is [CH3:1][O:2][C:3]([C:5]1[CH:13]=[C:12]2[C:8]([C:9]3[CH:17]=[C:16]([CH3:18])[CH:15]=[N:14][C:10]=3[NH:11]2)=[C:7]([C:27]2[CH:28]=[CH:29][CH:30]=[C:25]([S:22]([CH2:20][CH3:21])(=[O:23])=[O:24])[CH:26]=2)[CH:6]=1)=[O:4]. No catalyst specified. The reactants are [CH3:1][O:2][C:3]([C:5]1[CH:13]=[C:12]2[C:8]([C:9]3[CH:17]=[C:16]([CH3:18])[CH:15]=[N:14][C:10]=3[NH:11]2)=[C:7](I)[CH:6]=1)=[O:4].[CH2:20]([S:22]([C:25]1[CH:26]=[C:27](C2C=C(C(F)(F)F)C(C)=C([N+]([O-])=O)C=2C2C(F)=NC=C(C)C=2)[CH:28]=[CH:29][CH:30]=1)(=[O:24])=[O:23])[CH3:21]. The yield is 0.650.